The task is: Predict the reaction yield, written as a fraction of the theoretical maximum amount of product (1.0 means a 100% yield; for example, 0.34 means a 34% yield).. This data is from Reaction yield outcomes from USPTO patents with 853,638 reactions. The reactants are [Cl:1][C:2]1[CH:3]=[C:4]([CH:8]2[C:12]([C:15]3[CH:20]=[CH:19][C:18]([Cl:21])=[CH:17][CH:16]=3)([C:13]#[N:14])[CH:11]([CH2:22][C:23]([CH3:26])([CH3:25])[CH3:24])[NH:10][CH:9]2[C:27](O)=[O:28])[CH:5]=[CH:6][CH:7]=1.[N:30]1([CH2:35][CH2:36][NH2:37])[CH2:34][CH2:33][CH2:32][CH2:31]1.CN(C(ON1N=NC2C=CC=NC1=2)=[N+](C)C)C.F[P-](F)(F)(F)(F)F.CCN(C(C)C)C(C)C. The catalyst is C(Cl)Cl. The product is [N:30]1([CH2:35][CH2:36][NH:37][C:27]([CH:9]2[CH:8]([C:4]3[CH:5]=[CH:6][CH:7]=[C:2]([Cl:1])[CH:3]=3)[C:12]([C:15]3[CH:16]=[CH:17][C:18]([Cl:21])=[CH:19][CH:20]=3)([C:13]#[N:14])[CH:11]([CH2:22][C:23]([CH3:26])([CH3:25])[CH3:24])[NH:10]2)=[O:28])[CH2:34][CH2:33][CH2:32][CH2:31]1. The yield is 0.640.